From a dataset of Full USPTO retrosynthesis dataset with 1.9M reactions from patents (1976-2016). Predict the reactants needed to synthesize the given product. (1) Given the product [CH2:1]([O:3][C:4](=[O:31])[C:5]([CH3:30])([CH3:29])[CH2:6][C:7]1[N:8]([CH2:46][C:45]2[CH:44]=[CH:43][C:42]([C:39]3[CH:40]=[N:41][C:36]([O:35][CH3:34])=[CH:37][CH:38]=3)=[CH:53][CH:52]=2)[C:9]2[C:14]([C:15]=1[S:16][C:17]([CH3:20])([CH3:19])[CH3:18])=[CH:13][C:12]([O:21][CH2:22][C:23]1[CH:28]=[CH:27][CH:26]=[CH:25][N:24]=1)=[CH:11][CH:10]=2)[CH3:2], predict the reactants needed to synthesize it. The reactants are: [CH2:1]([O:3][C:4](=[O:31])[C:5]([CH3:30])([CH3:29])[CH2:6][C:7]1[NH:8][C:9]2[C:14]([C:15]=1[S:16][C:17]([CH3:20])([CH3:19])[CH3:18])=[CH:13][C:12]([O:21][CH2:22][C:23]1[CH:28]=[CH:27][CH:26]=[CH:25][N:24]=1)=[CH:11][CH:10]=2)[CH3:2].[H-].[Na+].[CH3:34][O:35][C:36]1[N:41]=[CH:40][C:39]([C:42]2[CH:53]=[CH:52][C:45]([CH2:46]OS(C)(=O)=O)=[CH:44][CH:43]=2)=[CH:38][CH:37]=1. (2) Given the product [N+:8]([C:6]1[CH:5]=[CH:4][C:3]2[NH:11][C:12](=[O:13])[CH:14]([CH2:15][C:16]([O:18][CH2:19][CH3:20])=[O:17])[O:1][C:2]=2[CH:7]=1)([O-:10])=[O:9], predict the reactants needed to synthesize it. The reactants are: [OH:1][C:2]1[CH:7]=[C:6]([N+:8]([O-:10])=[O:9])[CH:5]=[CH:4][C:3]=1[NH:11][C:12](/[CH:14]=[CH:15]\[C:16]([O:18][CH2:19][CH3:20])=[O:17])=[O:13].C(=O)([O-])[O-].[K+].[K+].O. (3) Given the product [O:8]=[C:9]1[CH2:14][CH2:13][CH2:12][CH2:11][N:10]1[C:15]1[CH:16]=[CH:17][C:18]([NH:21][C:22]([C:24]2[CH2:28][CH2:27][CH2:26][C:25]=2[C:29]2[CH:34]=[CH:33][CH:32]=[C:31]([C:35](=[NH:36])[NH:39][OH:38])[CH:30]=2)=[O:23])=[CH:19][CH:20]=1, predict the reactants needed to synthesize it. The reactants are: C(N(CC)CC)C.[O:8]=[C:9]1[CH2:14][CH2:13][CH2:12][CH2:11][N:10]1[C:15]1[CH:20]=[CH:19][C:18]([NH:21][C:22]([C:24]2[CH2:28][CH2:27][CH2:26][C:25]=2[C:29]2[CH:34]=[CH:33][CH:32]=[C:31]([C:35]#[N:36])[CH:30]=2)=[O:23])=[CH:17][CH:16]=1.[Cl-].[OH:38][NH3+:39]. (4) Given the product [ClH:9].[CH:12]([O:5][C:4](=[O:6])[C@@H:2]([CH3:3])[NH2:1])([CH3:13])[CH3:11], predict the reactants needed to synthesize it. The reactants are: [NH2:1][C@@H:2]([C:4]([OH:6])=[O:5])[CH3:3].S(Cl)([Cl:9])=O.[CH3:11][CH:12](O)[CH3:13]. (5) The reactants are: Cl[C:2]1[C:7]([C:8]2[CH:13]=[CH:12][N:11]=[C:10]([NH:14][C:15]3[CH:22]=[CH:21][C:18]([C:19]#[N:20])=[CH:17][CH:16]=3)[N:9]=2)=[CH:6][N:5]=[C:4]([S:23][CH3:24])[N:3]=1.[CH:25]([Mg]Br)([CH3:27])[CH3:26]. Given the product [CH:25]([C:2]1[C:7]([C:8]2[CH:13]=[CH:12][N:11]=[C:10]([NH:14][C:15]3[CH:22]=[CH:21][C:18]([C:19]#[N:20])=[CH:17][CH:16]=3)[N:9]=2)=[CH:6][N:5]=[C:4]([S:23][CH3:24])[N:3]=1)([CH3:27])[CH3:26], predict the reactants needed to synthesize it. (6) Given the product [Br:1][C:2]1[CH:3]=[CH:4][C:5]([CH:8]([CH:20]2[CH2:23][CH2:22][CH2:21]2)[CH2:9][C:10]([C:12]2[CH:17]=[CH:16][C:15](=[O:18])[NH:14][CH:13]=2)=[O:11])=[CH:6][CH:7]=1, predict the reactants needed to synthesize it. The reactants are: [Br:1][C:2]1[CH:7]=[CH:6][C:5]([CH:8]([CH:20]2[CH2:23][CH2:22][CH2:21]2)[CH2:9][C:10]([C:12]2[CH:13]=[N:14][C:15]([O:18]C)=[CH:16][CH:17]=2)=[O:11])=[CH:4][CH:3]=1.Cl. (7) The reactants are: Cl[C:2]1[N:22]=[C:5]2[C:6]([C:10]3[CH:15]=[C:14]([C:16]([F:19])([F:18])[F:17])[CH:13]=[CH:12][C:11]=3[O:20][CH3:21])=[CH:7][CH:8]=[CH:9][N:4]2[N:3]=1.[N:23]1([CH2:29][CH2:30][O:31][C:32]2[CH:37]=[CH:36][C:35]([NH2:38])=[CH:34][CH:33]=2)[CH2:28][CH2:27][O:26][CH2:25][CH2:24]1. Given the product [CH3:21][O:20][C:11]1[CH:12]=[CH:13][C:14]([C:16]([F:19])([F:18])[F:17])=[CH:15][C:10]=1[C:6]1[C:5]2[N:4]([N:3]=[C:2]([NH:38][C:35]3[CH:36]=[CH:37][C:32]([O:31][CH2:30][CH2:29][N:23]4[CH2:24][CH2:25][O:26][CH2:27][CH2:28]4)=[CH:33][CH:34]=3)[N:22]=2)[CH:9]=[CH:8][CH:7]=1, predict the reactants needed to synthesize it. (8) Given the product [C:36]([O:35][C:34]([NH:33][CH2:32][C:28]1[CH:27]=[C:26]([C:5]2[CH:4]=[C:3]([C:1]#[N:2])[CH:8]=[C:7]([O:9][C:10]3[N:11]=[C:12]([C:18]4[CH:23]=[CH:22][CH:21]=[CH:20][C:19]=4[C:24]([OH:41])=[O:25])[C:13]([F:17])=[CH:14][C:15]=3[F:16])[CH:6]=2)[CH:31]=[CH:30][CH:29]=1)=[O:40])([CH3:37])([CH3:39])[CH3:38], predict the reactants needed to synthesize it. The reactants are: [C:1]([C:3]1[CH:4]=[C:5]([C:26]2[CH:31]=[CH:30][CH:29]=[C:28]([CH2:32][NH:33][C:34](=[O:40])[O:35][C:36]([CH3:39])([CH3:38])[CH3:37])[CH:27]=2)[CH:6]=[C:7]([O:9][C:10]2[C:15]([F:16])=[CH:14][C:13]([F:17])=[C:12]([C:18]3[CH:23]=[CH:22][CH:21]=[CH:20][C:19]=3[CH:24]=[O:25])[N:11]=2)[CH:8]=1)#[N:2].[O-:41]Cl=O.[Na+].